This data is from Reaction yield outcomes from USPTO patents with 853,638 reactions. The task is: Predict the reaction yield, written as a fraction of the theoretical maximum amount of product (1.0 means a 100% yield; for example, 0.34 means a 34% yield). The reactants are [F:1][C:2]1([F:34])[O:6][C:5]2[CH:7]=[CH:8][C:9]([C:11]3([C:14]([NH:16][C:17]4[N:22]=[C:21]([C:23]5[C:24]([O:30]C)=[N:25][CH:26]=[C:27]([CH3:29])[CH:28]=5)[C:20]([CH3:32])=[C:19]([CH3:33])[CH:18]=4)=[O:15])[CH2:13][CH2:12]3)=[CH:10][C:4]=2[O:3]1.[Si](I)(C)(C)C.CO. The catalyst is CC#N. The product is [F:34][C:2]1([F:1])[O:6][C:5]2[CH:7]=[CH:8][C:9]([C:11]3([C:14]([NH:16][C:17]4[N:22]=[C:21]([C:23]5[C:24]([OH:30])=[N:25][CH:26]=[C:27]([CH3:29])[CH:28]=5)[C:20]([CH3:32])=[C:19]([CH3:33])[CH:18]=4)=[O:15])[CH2:13][CH2:12]3)=[CH:10][C:4]=2[O:3]1. The yield is 0.920.